Dataset: Full USPTO retrosynthesis dataset with 1.9M reactions from patents (1976-2016). Task: Predict the reactants needed to synthesize the given product. (1) Given the product [NH2:1][C:4]1[CH:9]=[CH:8][CH:7]=[CH:6][C:5]=1[S:10]([NH:13][CH:14]1[CH2:15][CH2:16][N:17]([CH2:20][C:21]2[CH:26]=[CH:25][CH:24]=[CH:23][CH:22]=2)[CH2:18][CH2:19]1)(=[O:12])=[O:11], predict the reactants needed to synthesize it. The reactants are: [N+:1]([C:4]1[CH:9]=[CH:8][CH:7]=[CH:6][C:5]=1[S:10]([NH:13][CH:14]1[CH2:19][CH2:18][N:17]([CH2:20][C:21]2[CH:26]=[CH:25][CH:24]=[CH:23][CH:22]=2)[CH2:16][CH2:15]1)(=[O:12])=[O:11])([O-])=O.O.O.S(S([O-])=O)([O-])=O.[Na+].[Na+]. (2) Given the product [ClH:22].[OH:14][C:11]1[CH:12]=[CH:13][C:8]([C@H:7]2[CH2:6][CH2:5][NH:4][CH2:3][C@@H:2]2[OH:1])=[CH:9][CH:10]=1, predict the reactants needed to synthesize it. The reactants are: [OH:1][C@@H:2]1[C@@H:7]([C:8]2[CH:13]=[CH:12][C:11]([OH:14])=[CH:10][CH:9]=2)[CH2:6][CH2:5][N:4](C(OC(C)(C)C)=O)[CH2:3]1.[ClH:22].